From a dataset of Full USPTO retrosynthesis dataset with 1.9M reactions from patents (1976-2016). Predict the reactants needed to synthesize the given product. (1) The reactants are: [NH:1]1[C:9]2[C:4](=[CH:5][CH:6]=[CH:7][CH:8]=2)[C:3]([C:10](=[CH:13][C:14]2[CH:19]=[CH:18][CH:17]=[CH:16][CH:15]=2)[C:11]#[N:12])=[CH:2]1.N#N. Given the product [CH2:13]([CH:10]([C:3]1[C:4]2[C:9](=[CH:8][CH:7]=[CH:6][CH:5]=2)[NH:1][CH:2]=1)[CH2:11][NH2:12])[C:14]1[CH:19]=[CH:18][CH:17]=[CH:16][CH:15]=1, predict the reactants needed to synthesize it. (2) Given the product [Br:22][C:11]1[N:12]([CH:15]2[CH2:20][CH2:19][CH2:18][CH2:17][O:16]2)[C:13]2[C:9]([N:10]=1)=[C:8]([NH2:21])[N:7]=[C:6]([O:5][CH2:1][CH2:2][CH2:3][CH3:4])[N:14]=2, predict the reactants needed to synthesize it. The reactants are: [CH2:1]([O:5][C:6]1[N:14]=[C:13]2[C:9]([N:10]=[CH:11][N:12]2[CH:15]2[CH2:20][CH2:19][CH2:18][CH2:17][O:16]2)=[C:8]([NH2:21])[N:7]=1)[CH2:2][CH2:3][CH3:4].[Br:22]N1C(=O)CCC1=O.S([O-])([O-])(=O)=O.[Na+].[Na+].